Dataset: Catalyst prediction with 721,799 reactions and 888 catalyst types from USPTO. Task: Predict which catalyst facilitates the given reaction. (1) Reactant: [I:1][C:2]1[CH:3]=[N:4][N:5]([CH2:8][C:9]2([O:16][CH2:17][CH2:18][CH2:19][OH:20])[CH2:15][CH2:14][CH2:13][CH2:12][CH2:11][CH2:10]2)[C:6]=1[CH3:7].CC(OI1(OC(C)=O)(OC(C)=O)OC(=O)C2C=CC=CC1=2)=O.[OH-].[Na+]. Product: [I:1][C:2]1[CH:3]=[N:4][N:5]([CH2:8][C:9]2([O:16][CH2:17][CH2:18][CH:19]=[O:20])[CH2:15][CH2:14][CH2:13][CH2:12][CH2:11][CH2:10]2)[C:6]=1[CH3:7]. The catalyst class is: 4. (2) Reactant: [C:1]([S:9][S:9][C:1](=[S:8])[C:2]1[CH:7]=[CH:6][CH:5]=[CH:4][CH:3]=1)(=[S:8])[C:2]1[CH:7]=[CH:6][CH:5]=[CH:4][CH:3]=1.[OH:19][CH2:20][CH2:21][O:22][C:23](=[O:28])[C:24](Br)([CH3:26])[CH3:25].CN(CCN(CCN(C)C)C)C.N#N. Product: [C:1]([SH:9])(=[S:8])[C:2]1[CH:7]=[CH:6][CH:5]=[CH:4][CH:3]=1.[OH:19][CH2:20][CH2:21][O:22][C:23](=[O:28])[CH:24]([CH3:26])[CH3:25]. The catalyst class is: 11. (3) Reactant: C[O:2][C:3](=O)[C:4]1[CH:9]=[C:8]([CH3:10])[C:7]([CH2:11][C:12]2[CH:17]=[CH:16][C:15]([O:18]COC)=[C:14]([CH:22]([CH3:24])[CH3:23])[CH:13]=2)=[C:6]([CH3:25])[CH:5]=1.Cl.O1CCOCC1.CC(C[AlH]CC(C)C)C. Product: [CH3:25][C:6]1[CH:5]=[C:4]([CH:9]=[C:8]([CH3:10])[C:7]=1[CH2:11][C:12]1[CH:17]=[CH:16][C:15]([OH:18])=[C:14]([CH:22]([CH3:23])[CH3:24])[CH:13]=1)[CH2:3][OH:2]. The catalyst class is: 5. (4) Reactant: [NH2:1][C@H:2]1[CH2:6][CH2:5][N:4]([C@@H:7]([CH3:16])[C:8]([N:10]2[CH2:15][CH2:14][O:13][CH2:12][CH2:11]2)=[O:9])[C:3]1=[O:17].CCN(C(C)C)C(C)C.[Cl:27][C:28]1[CH:29]=[C:30]2[C:34](=[CH:35][CH:36]=1)[CH:33]([CH2:37][S:38](Cl)(=[O:40])=[O:39])[CH2:32][CH2:31]2. Product: [Cl:27][C:28]1[CH:29]=[C:30]2[C:34](=[CH:35][CH:36]=1)[CH:33]([CH2:37][S:38]([NH:1][C@H:2]1[CH2:6][CH2:5][N:4]([C@@H:7]([CH3:16])[C:8]([N:10]3[CH2:11][CH2:12][O:13][CH2:14][CH2:15]3)=[O:9])[C:3]1=[O:17])(=[O:40])=[O:39])[CH2:32][CH2:31]2. The catalyst class is: 840. (5) Reactant: [Br:1][C:2]1[C:3]([C:12]2[O:13][CH:14]=[CH:15][CH:16]=2)=[N:4][C:5]([NH2:11])=[N:6][C:7]=1[S:8]([CH3:10])=O.[CH2:17](S)C.C1CCN2C(=NCCC2)CC1. Product: [Br:1][C:2]1[C:7]([S:8][CH2:10][CH3:17])=[N:6][C:5]([NH2:11])=[N:4][C:3]=1[C:12]1[O:13][CH:14]=[CH:15][CH:16]=1. The catalyst class is: 12. (6) Reactant: C(=O)([O-])O.[Na+].[S:6]=[C:7]1[NH:12][C:11]2[CH:13]=[CH:14][NH:15][C:10]=2[C:9](=[O:16])[N:8]1[C:17]1[CH:22]=[CH:21][C:20]([O:23][CH2:24][C:25]([F:28])([F:27])[F:26])=[CH:19][CH:18]=1.Br[CH2:30][CH2:31][CH2:32][O:33][CH3:34].[I-].[Na+]. Product: [CH3:34][O:33][CH2:32][CH2:31][CH2:30][S:6][C:7]1[N:8]([C:17]2[CH:18]=[CH:19][C:20]([O:23][CH2:24][C:25]([F:28])([F:27])[F:26])=[CH:21][CH:22]=2)[C:9](=[O:16])[C:10]2[NH:15][CH:14]=[CH:13][C:11]=2[N:12]=1. The catalyst class is: 434.